Dataset: Reaction yield outcomes from USPTO patents with 853,638 reactions. Task: Predict the reaction yield, written as a fraction of the theoretical maximum amount of product (1.0 means a 100% yield; for example, 0.34 means a 34% yield). (1) The reactants are [NH:1]1[C:10]2[C:5](=[CH:6][CH:7]=[CH:8][CH:9]=2)[CH2:4][CH:3]([NH:11][C:12](=[O:18])[O:13][C:14]([CH3:17])([CH3:16])[CH3:15])[CH2:2]1.[Br-:19].[Br-].[Br-].[NH+]1C=CC=CC=1.[NH+]1C=CC=CC=1.[NH+]1C=CC=CC=1.O.CCOCC. The catalyst is C1COCC1. The product is [C:14]([O:13][C:12](=[O:18])[NH:11][CH:3]1[CH2:4][C:5]2[C:10](=[CH:9][CH:8]=[C:7]([Br:19])[CH:6]=2)[NH:1][CH2:2]1)([CH3:15])([CH3:17])[CH3:16]. The yield is 0.700. (2) The reactants are [NH2:1][C:2]1[C:3]([OH:8])=[N:4][CH:5]=[CH:6][CH:7]=1.[C:9](Cl)([O:11][CH2:12][C:13]1[CH:18]=[CH:17][CH:16]=[CH:15][CH:14]=1)=[O:10].C([O-])([O-])=O.[Na+].[Na+].C(OCC)(=O)C. The catalyst is C(Cl)Cl. The product is [OH:8][C:3]1[C:2]([NH:1][C:9](=[O:10])[O:11][CH2:12][C:13]2[CH:18]=[CH:17][CH:16]=[CH:15][CH:14]=2)=[CH:7][CH:6]=[CH:5][N:4]=1. The yield is 0.900.